This data is from Full USPTO retrosynthesis dataset with 1.9M reactions from patents (1976-2016). The task is: Predict the reactants needed to synthesize the given product. (1) Given the product [CH2:1]([O:8][C:9]1[CH:10]=[C:11]([CH:17]2[CH2:21][N:20]([C:24]3[CH:29]=[CH:28][CH:27]=[C:26]([N+:30]([O-:32])=[O:31])[CH:25]=3)[C:19](=[O:22])[CH2:18]2)[CH:12]=[CH:13][C:14]=1[O:15][CH3:16])[C:2]1[CH:3]=[CH:4][CH:5]=[CH:6][CH:7]=1, predict the reactants needed to synthesize it. The reactants are: [CH2:1]([O:8][C:9]1[CH:10]=[C:11]([CH:17]2[CH2:21][NH:20][C:19](=[O:22])[CH2:18]2)[CH:12]=[CH:13][C:14]=1[O:15][CH3:16])[C:2]1[CH:7]=[CH:6][CH:5]=[CH:4][CH:3]=1.I[C:24]1[CH:25]=[C:26]([N+:30]([O-:32])=[O:31])[CH:27]=[CH:28][CH:29]=1.[O-]P([O-])([O-])=O.[K+].[K+].[K+].CN(C=O)C. (2) Given the product [CH3:22][N:18]1[CH2:19][CH2:20][CH2:21][N:16]2[C:15](=[O:24])[N:14]=[C:13]([O:1][CH2:2][CH2:3][C:4]3[CH:11]=[CH:10][C:7]([C:8]#[N:9])=[CH:6][CH:5]=3)[CH:23]=[C:17]12, predict the reactants needed to synthesize it. The reactants are: [OH:1][CH2:2][CH2:3][C:4]1[CH:11]=[CH:10][C:7]([C:8]#[N:9])=[CH:6][CH:5]=1.Cl[C:13]1[CH:23]=[C:17]2[N:18]([CH3:22])[CH2:19][CH2:20][CH2:21][N:16]2[C:15](=[O:24])[N:14]=1. (3) Given the product [Br:1][C:2]1[CH:3]=[C:4]([C:7]([O:9][CH3:10])=[O:8])[N:5]([C:13]2[CH:14]=[CH:15][C:16]([N+:18]([O-:20])=[O:19])=[CH:17][C:12]=2[Cl:11])[CH:6]=1, predict the reactants needed to synthesize it. The reactants are: [Br:1][C:2]1[CH:3]=[C:4]([C:7]([O:9][CH3:10])=[O:8])[NH:5][CH:6]=1.[Cl:11][C:12]1[CH:17]=[C:16]([N+:18]([O-:20])=[O:19])[CH:15]=[CH:14][C:13]=1F.C(=O)([O-])[O-].[K+].[K+]. (4) Given the product [CH3:7][C:9]1[C:10]([C:29]([OH:30])=[O:21])=[CH:11][CH:12]=[C:13]2[C:18]=1[N:17]=[CH:16][CH:15]=[CH:14]2, predict the reactants needed to synthesize it. The reactants are: CC1NC(C)=C([CH:7]([C:9]2[CH:10]=[CH:11][CH:12]=[C:13]3[C:18]=2[N:17]=[CH:16][CH:15]=[CH:14]3)C)N=1.[As](=O)(O)(O)[OH:21].OCC([CH2:29][OH:30])O. (5) Given the product [CH3:17][O:18][C:19](=[O:28])[CH:20]([C:8]1[C:9]([C:10]#[N:11])=[CH:12][C:13]([F:14])=[C:6]([O:5][C:1]([CH3:4])([CH3:3])[CH3:2])[N:7]=1)[C:21]([O:23][C:24]([CH3:26])([CH3:25])[CH3:27])=[O:22], predict the reactants needed to synthesize it. The reactants are: [C:1]([O:5][C:6]1[C:13]([F:14])=[CH:12][C:9]([C:10]#[N:11])=[C:8](F)[N:7]=1)([CH3:4])([CH3:3])[CH3:2].[Na].[CH3:17][O:18][C:19](=[O:28])[CH2:20][C:21]([O:23][C:24]([CH3:27])([CH3:26])[CH3:25])=[O:22].O1CCOCC1. (6) Given the product [N:16]1([CH2:9][CH2:8][C:7]2[C:12]3[C:13](=[C:9]([CH3:10])[CH:8]=[CH:10][CH:11]=3)[CH:14]=[CH:15][C:6]=2[C:4]([C:3]2[CH:2]=[CH:1][C:7]3[C:6](=[CH:15][CH:14]=[CH:13][C:12]=3[CH3:11])[C:4]=2[CH2:3][CH2:2][N:16]2[CH2:21][CH2:20][CH2:19][CH2:18][CH2:17]2)=[O:5])[CH2:21][CH2:20][CH2:19][CH2:18][CH2:17]1, predict the reactants needed to synthesize it. The reactants are: [CH3:1][CH:2]=[CH:3][C:4]([C:6]1[CH:15]=[CH:14][CH:13]=[C:12]2[C:7]=1[CH:8]=[CH:9][CH:10]=[CH:11]2)=[O:5].[NH:16]1[CH2:21][CH2:20][CH2:19][CH2:18][CH2:17]1. (7) Given the product [Cl:15][C:16]1[CH:28]=[C:27]([Cl:29])[CH:26]=[CH:25][C:17]=1[CH2:18][N:19]1[CH2:20][CH2:21][N:22]([CH2:2][CH2:3][CH2:4][CH2:5][N:6]2[CH:11]=[C:10]([CH3:12])[C:9](=[O:13])[NH:8][C:7]2=[O:14])[CH2:23][CH2:24]1, predict the reactants needed to synthesize it. The reactants are: Cl[CH2:2][CH2:3][CH2:4][CH2:5][N:6]1[CH:11]=[C:10]([CH3:12])[C:9](=[O:13])[NH:8][C:7]1=[O:14].[Cl:15][C:16]1[CH:28]=[C:27]([Cl:29])[CH:26]=[CH:25][C:17]=1[CH2:18][N:19]1[CH2:24][CH2:23][NH:22][CH2:21][CH2:20]1.[Br-].[Na+].C(N(C(C)C)CC)(C)C. (8) Given the product [F:30][C:28]1[CH:27]=[C:26]2[C:21](=[C:20]([F:19])[CH:29]=1)[CH2:22][CH:23]([NH:31][C@@H:32]([C:36]1[CH:37]=[CH:38][CH:39]=[CH:40][CH:41]=1)[C:33]([NH:16][C:14]1[N:13]=[CH:12][N:11]([C:2]([CH3:10])([CH3:1])[CH2:3][NH:4][CH2:5][C:6]([CH3:9])([CH3:8])[CH3:7])[CH:15]=1)=[O:34])[CH2:24][CH2:25]2, predict the reactants needed to synthesize it. The reactants are: [CH3:1][C:2]([N:11]1[CH:15]=[C:14]([N+:16]([O-])=O)[N:13]=[CH:12]1)([CH3:10])[CH2:3][NH:4][CH2:5][C:6]([CH3:9])([CH3:8])[CH3:7].[F:19][C:20]1[CH:29]=[C:28]([F:30])[CH:27]=[C:26]2[C:21]=1[CH2:22][CH:23]([NH:31][C@@H:32]([C:36]1[CH:41]=[CH:40][CH:39]=[CH:38][CH:37]=1)[C:33](O)=[O:34])[CH2:24][CH2:25]2.